This data is from Forward reaction prediction with 1.9M reactions from USPTO patents (1976-2016). The task is: Predict the product of the given reaction. (1) Given the reactants Br[C:2]1[CH:3]=[C:4]([CH:17]=[CH:18][CH:19]=1)[CH2:5][CH2:6][O:7][CH2:8][CH2:9][C:10]([O:12][C:13]([CH3:16])([CH3:15])[CH3:14])=[O:11].[CH3:20][N:21](C=O)C, predict the reaction product. The product is: [C:20]([C:2]1[CH:3]=[C:4]([CH:17]=[CH:18][CH:19]=1)[CH2:5][CH2:6][O:7][CH2:8][CH2:9][C:10]([O:12][C:13]([CH3:16])([CH3:15])[CH3:14])=[O:11])#[N:21]. (2) Given the reactants [F:1][C:2]1[CH:7]=[C:6]([F:8])[CH:5]=[CH:4][C:3]=1[C:9]1[N:10]2[C:15]([CH:16]=[CH:17][CH:18]=1)=[C:14]([C:19]1[C:27]([F:28])=[CH:26][C:22]([C:23]([OH:25])=O)=[CH:21][C:20]=1[F:29])[C:13](=[O:30])[CH:12]=[CH:11]2.C(Cl)CCl.C1C=CC2N(O)N=[N:41]C=2C=1.[OH-].[NH4+], predict the reaction product. The product is: [F:1][C:2]1[CH:7]=[C:6]([F:8])[CH:5]=[CH:4][C:3]=1[C:9]1[N:10]2[C:15]([CH:16]=[CH:17][CH:18]=1)=[C:14]([C:19]1[C:27]([F:28])=[CH:26][C:22]([C:23]([NH2:41])=[O:25])=[CH:21][C:20]=1[F:29])[C:13](=[O:30])[CH:12]=[CH:11]2. (3) Given the reactants [CH2:1]([C:5]1[CH:10]=[CH:9][C:8](B(O)O)=[CH:7][CH:6]=1)[CH2:2][CH:3]=[CH2:4].Br[C:15]1[C:28]2[C:19](=[C:20]3[C:25](=[CH:26][CH:27]=2)[C:24]([C:29]2[CH:34]=[CH:33][CH:32]=[CH:31][CH:30]=2)=[CH:23][CH:22]=[N:21]3)[N:18]=[CH:17][CH:16]=1.C([O-])([O-])=O.[Na+].[Na+].CO, predict the reaction product. The product is: [CH2:1]([C:5]1[CH:10]=[CH:9][C:8]([C:15]2[C:28]3[C:19](=[C:20]4[C:25](=[CH:26][CH:27]=3)[C:24]([C:29]3[CH:30]=[CH:31][CH:32]=[CH:33][CH:34]=3)=[CH:23][CH:22]=[N:21]4)[N:18]=[CH:17][CH:16]=2)=[CH:7][CH:6]=1)[CH2:2][CH:3]=[CH2:4].